From a dataset of Forward reaction prediction with 1.9M reactions from USPTO patents (1976-2016). Predict the product of the given reaction. (1) Given the reactants [CH3:1][C:2]1([CH3:22])[O:6][C@H:5]([C@@H:7]([NH:11]C(=O)OCC2C=CC=CC=2)[CH2:8][S:9][CH3:10])[CH2:4][O:3]1, predict the reaction product. The product is: [CH3:1][C:2]1([CH3:22])[O:6][C@H:5]([C@@H:7]([NH2:11])[CH2:8][S:9][CH3:10])[CH2:4][O:3]1. (2) Given the reactants [OH:1][C:2]1[CH:11]=[CH:10][C:5]([C:6]([O:8][CH3:9])=[O:7])=[CH:4][C:3]=1[CH3:12].FC(F)(F)S(O[CH2:19][C:20]([F:23])([F:22])[CH3:21])(=O)=O.CCCCCCCCCCN, predict the reaction product. The product is: [F:22][C:20]([F:23])([CH3:21])[CH2:19][O:1][C:2]1[CH:11]=[CH:10][C:5]([C:6]([O:8][CH3:9])=[O:7])=[CH:4][C:3]=1[CH3:12]. (3) Given the reactants [CH:1]12[CH2:7][CH:4]([CH2:5][CH2:6]1)[CH2:3][CH:2]2[N:8]1[C:13]2=[N:14][C:15]([NH:18][C:19]3[CH:24]=[CH:23][C:22]([N:25]4[CH2:30][CH2:29][N:28]([CH3:31])[CH2:27][CH2:26]4)=[CH:21][CH:20]=3)=[N:16][CH:17]=[C:12]2[CH2:11][NH:10][C:9]1=[O:32].CC(C)([O-])C.[K+], predict the reaction product. The product is: [CH:1]12[CH2:7][CH:4]([CH2:5][CH2:6]1)[CH2:3][CH:2]2[N:8]1[C:13]2=[N:14][C:15]([NH:18][C:19]3[CH:20]=[CH:21][C:22]([N:25]4[CH2:26][CH2:27][N:28]([CH3:31])[CH2:29][CH2:30]4)=[CH:23][CH:24]=3)=[N:16][CH:17]=[C:12]2[CH:11]=[N:10][C:9]1=[O:32]. (4) The product is: [N+:7]([C:10]1[CH:15]=[CH:14][CH:13]=[CH:12][C:11]=1[S:16]([N@:1]1[CH2:3][CH:2]1[C:4]([OH:6])=[O:5])(=[O:18])=[O:17])([O-:9])=[O:8]. Given the reactants [NH:1]1[CH2:3][C@H:2]1[C:4]([OH:6])=[O:5].[N+:7]([C:10]1[CH:15]=[CH:14][CH:13]=[CH:12][C:11]=1[S:16](Cl)(=[O:18])=[O:17])([O-:9])=[O:8].[OH-].[Na+], predict the reaction product. (5) Given the reactants [CH2:1]([PH:5][CH2:6][CH:7]([CH3:9])[CH3:8])[CH:2]([CH3:4])[CH3:3].CN([CH2:13][C-:14]1[CH:18]=[CH:17][CH:16]=[C:15]1[CH2:19]N(C)C)C.[CH-:23]1[CH:27]=[CH:26][CH:25]=[CH:24]1.[Fe+2:28], predict the reaction product. The product is: [CH2:1]([P:5]([CH2:13][C-:14]1[CH:18]=[CH:17][CH:16]=[C:15]1[CH2:19][P:5]([CH2:6][CH:27]([CH3:26])[CH3:23])[CH2:1][CH:2]([CH3:4])[CH3:3])[CH2:6][CH:7]([CH3:9])[CH3:8])[CH:2]([CH3:4])[CH3:3].[CH-:23]1[CH:27]=[CH:26][CH:25]=[CH:24]1.[Fe+2:28]. (6) The product is: [C:1]1([C:15]([C@H:17]2[CH2:18][N:19]([C@@H:23]([C:25]3[CH:30]=[CH:29][CH:28]=[CH:27][CH:26]=3)[CH3:24])[C:20](=[O:22])[CH2:21]2)=[O:16])[CH:6]=[CH:5][CH:4]=[CH:3][CH:2]=1. Given the reactants [C:1]1([Mg])[CH:6]=[CH:5][CH:4]=[CH:3][CH:2]=1.C(OCC)C.CN(OC)[C:15]([C@@H:17]1[CH2:21][C:20](=[O:22])[N:19]([C@@H:23]([C:25]2[CH:30]=[CH:29][CH:28]=[CH:27][CH:26]=2)[CH3:24])[CH2:18]1)=[O:16].Cl, predict the reaction product. (7) Given the reactants [CH3:1][O:2][C:3]1[C:4]([N+:16]([O-:18])=[O:17])=[C:5]2[C:10](=[CH:11][C:12]=1[O:13][CH3:14])[N:9]=[CH:8][NH:7][C:6]2=O.S(Cl)([Cl:21])=O.[OH:23][C:24]1[CH:25]=[C:26]([CH:28]=[CH:29][C:30]=1[CH3:31])[NH2:27], predict the reaction product. The product is: [ClH:21].[CH3:1][O:2][C:3]1[C:4]([N+:16]([O-:18])=[O:17])=[C:5]2[C:10](=[CH:11][C:12]=1[O:13][CH3:14])[N:9]=[CH:8][N:7]=[C:6]2[NH:27][C:26]1[CH:28]=[CH:29][C:30]([CH3:31])=[C:24]([OH:23])[CH:25]=1.